From a dataset of Forward reaction prediction with 1.9M reactions from USPTO patents (1976-2016). Predict the product of the given reaction. Given the reactants [F:1][C:2]1[CH:3]=[CH:4][C:5]2[N:10]([CH3:11])[C:9](=[O:12])[O:8][C:7](=O)[C:6]=2[CH:14]=1.[NH2:15][CH2:16]C(O)=O, predict the reaction product. The product is: [F:1][C:2]1[CH:3]=[CH:4][C:5]2[N:10]([CH3:11])[C:9](=[O:12])[CH2:16][NH:15][C:7](=[O:8])[C:6]=2[CH:14]=1.